Dataset: Reaction yield outcomes from USPTO patents with 853,638 reactions. Task: Predict the reaction yield, written as a fraction of the theoretical maximum amount of product (1.0 means a 100% yield; for example, 0.34 means a 34% yield). (1) The reactants are Br[C:2]1[CH:3]=[C:4]([NH:10][C:11]2[CH:20]=[C:14]3[CH2:15][N:16]([CH3:19])[CH2:17][CH2:18][N:13]3[N:12]=2)[C:5](=[O:9])[N:6]([CH3:8])[CH:7]=1.[C:21]([O:24][CH2:25][C:26]1[C:27]([N:41]2[CH2:53][CH2:52][N:44]3[C:45]4[CH2:46][CH2:47][CH2:48][CH2:49][C:50]=4[CH:51]=[C:43]3[C:42]2=[O:54])=[N:28][CH:29]=[CH:30][C:31]=1B1OC(C)(C)C(C)(C)O1)(=[O:23])[CH3:22].CC([O-])=O.[Na+].[O-]P([O-])([O-])=O.[K+].[K+].[K+]. The catalyst is C(#N)C. The product is [C:21]([O:24][CH2:25][C:26]1[C:27]([N:41]2[CH2:53][CH2:52][N:44]3[C:45]4[CH2:46][CH2:47][CH2:48][CH2:49][C:50]=4[CH:51]=[C:43]3[C:42]2=[O:54])=[N:28][CH:29]=[CH:30][C:31]=1[C:2]1[CH:3]=[C:4]([NH:10][C:11]2[CH:20]=[C:14]3[CH2:15][N:16]([CH3:19])[CH2:17][CH2:18][N:13]3[N:12]=2)[C:5](=[O:9])[N:6]([CH3:8])[CH:7]=1)(=[O:23])[CH3:22]. The yield is 0.940. (2) The reactants are [C:1](Cl)(=[O:10])[O:2][CH2:3][C:4]1[CH:9]=[CH:8][CH:7]=[CH:6][CH:5]=1.[NH:12]1[CH2:17][CH2:16][CH2:15][CH:14]([C:18]([O:20][CH2:21][CH3:22])=[O:19])[CH2:13]1.C([O-])([O-])=O.[K+].[K+].C1COCC1. The catalyst is CCOCC.O. The product is [N:12]1([C:1]([O:2][CH2:3][C:4]2[CH:9]=[CH:8][CH:7]=[CH:6][CH:5]=2)=[O:10])[CH2:17][CH2:16][CH2:15][CH:14]([C:18]([O:20][CH2:21][CH3:22])=[O:19])[CH2:13]1. The yield is 0.860. (3) The product is [CH2:21]([NH:28][C:4]([C:1]1([C:7]([OH:9])=[O:8])[CH2:3][CH2:2]1)=[O:5])[C:22]1[CH:27]=[CH:26][CH:25]=[CH:24][CH:23]=1. The yield is 0.521. The reactants are [C:1]1([C:7]([OH:9])=[O:8])([C:4](O)=[O:5])[CH2:3][CH2:2]1.C(N(CC)CC)C.S(Cl)(Cl)=O.[CH2:21]([NH2:28])[C:22]1[CH:27]=[CH:26][CH:25]=[CH:24][CH:23]=1. The catalyst is C1COCC1.C(OCC)(=O)C. (4) The reactants are [Br:1][C:2]1[CH:3]=[C:4]2[C:9](=[CH:10][CH:11]=1)[N:8]=[CH:7][N:6]=[C:5]2Cl.[CH2:13]([O:15][C:16]([C:18]1[CH:19]=[C:20](B(O)O)[CH:21]=[C:22]([F:24])[CH:23]=1)=[O:17])[CH3:14].[O-]P([O-])([O-])=O.[K+].[K+].[K+]. The catalyst is Cl[Pd](Cl)([P](C1C=CC=CC=1)(C1C=CC=CC=1)C1C=CC=CC=1)[P](C1C=CC=CC=1)(C1C=CC=CC=1)C1C=CC=CC=1. The product is [CH2:13]([O:15][C:16](=[O:17])[C:18]1[CH:23]=[C:22]([F:24])[CH:21]=[C:20]([C:5]2[C:4]3[C:9](=[CH:10][CH:11]=[C:2]([Br:1])[CH:3]=3)[N:8]=[CH:7][N:6]=2)[CH:19]=1)[CH3:14]. The yield is 0.610.